This data is from Full USPTO retrosynthesis dataset with 1.9M reactions from patents (1976-2016). The task is: Predict the reactants needed to synthesize the given product. The reactants are: [NH2:1][CH2:2][CH2:3][C:4]1[CH:33]=[CH:32][C:7]([NH:8][CH:9]2[CH2:14][CH2:13][N:12]([C:15]([NH:17][CH2:18][C:19]3[CH:30]=[CH:29][C:22]([O:23][CH2:24][C:25]([O:27]C)=[O:26])=[CH:21][C:20]=3[F:31])=[O:16])[CH2:11][CH2:10]2)=[CH:6][CH:5]=1.C([Si]([O:51][C:52]1[CH:57]=[CH:56][C:55]([O:58][CH2:59][CH:60]2[CH2:62][O:61]2)=[CH:54][CH:53]=1)(C1C=CC=CC=1)C1C=CC=CC=1)(C)(C)C. Given the product [F:31][C:20]1[CH:21]=[C:22]([CH:29]=[CH:30][C:19]=1[CH2:18][NH:17][C:15]([N:12]1[CH2:13][CH2:14][CH:9]([NH:8][C:7]2[CH:6]=[CH:5][C:4]([CH2:3][CH2:2][NH:1][CH2:62][C@H:60]([OH:61])[CH2:59][O:58][C:55]3[CH:56]=[CH:57][C:52]([OH:51])=[CH:53][CH:54]=3)=[CH:33][CH:32]=2)[CH2:10][CH2:11]1)=[O:16])[O:23][CH2:24][C:25]([OH:27])=[O:26], predict the reactants needed to synthesize it.